This data is from Full USPTO retrosynthesis dataset with 1.9M reactions from patents (1976-2016). The task is: Predict the reactants needed to synthesize the given product. (1) Given the product [NH2:1][C:2]1[CH:7]=[CH:6][C:5]([C:8]2[CH:13]=[CH:12][CH:11]=[C:10]([Cl:14])[CH:9]=2)=[CH:4][C:3]=1[C:15]([CH3:18])([CH3:16])[OH:17], predict the reactants needed to synthesize it. The reactants are: [NH2:1][C:2]1[CH:7]=[CH:6][C:5]([C:8]2[CH:13]=[CH:12][CH:11]=[C:10]([Cl:14])[CH:9]=2)=[CH:4][C:3]=1[C:15](=[O:17])[CH3:16].[CH3:18][Mg]Br.[Cl-].[NH4+].C(OCC)(=O)C. (2) The reactants are: [CH3:1][Si:2]([C:5]#[CH:6])([CH3:4])[CH3:3].[O:7]1[C:11]2([CH2:16][CH2:15][C:14](=[O:17])[CH2:13][CH2:12]2)[O:10][CH2:9][CH2:8]1.[C-]#[C-].[Li+].[Li+].[Cl-].[NH4+]. Given the product [CH3:1][Si:2]([C:5]#[C:6][C:14]1([OH:17])[CH2:15][CH2:16][C:11]2([O:10][CH2:9][CH2:8][O:7]2)[CH2:12][CH2:13]1)([CH3:4])[CH3:3], predict the reactants needed to synthesize it. (3) The reactants are: [CH2:1]([NH:8][C:9]1[N:17]=[C:16](F)[N:15]=[C:14]2[C:10]=1[N:11]=[CH:12][N:13]2[CH:19]([CH3:21])[CH3:20])[C:2]1[CH:7]=[CH:6][CH:5]=[CH:4][CH:3]=1.CC[N:24](C(C)C)C(C)C.C(Cl)Cl.CCO[CH2:37][CH3:38].CO.[CH3:41][CH2:42][CH2:43][CH2:44][OH:45].CS(C)=O. Given the product [CH2:1]([NH:8][C:9]1[N:17]=[C:16]([NH:24][C@@H:43]([CH2:42][CH3:41])[CH:44]([OH:45])[CH2:37][CH3:38])[N:15]=[C:14]2[C:10]=1[N:11]=[CH:12][N:13]2[CH:19]([CH3:21])[CH3:20])[C:2]1[CH:7]=[CH:6][CH:5]=[CH:4][CH:3]=1, predict the reactants needed to synthesize it. (4) Given the product [CH3:6][O:7][C:8]1[CH:13]=[CH:12][C:11]([NH:14][CH2:1][CH:2]([OH:3])[CH2:4][OH:5])=[CH:10][CH:9]=1, predict the reactants needed to synthesize it. The reactants are: [CH2:1]1[O:3][CH:2]1[CH2:4][OH:5].[CH3:6][O:7][C:8]1[CH:13]=[CH:12][C:11]([NH2:14])=[CH:10][CH:9]=1. (5) Given the product [CH2:7]([O:8][C:17]([N:51]1[CH:50]([C:52]([OH:54])=[O:53])[CH2:49][S:48][C@@H:47]1[CH:44]1[CH2:43][CH2:42][N:41]([C:39]([O:38][C:34]([CH3:37])([CH3:35])[CH3:36])=[O:40])[CH2:46][CH2:45]1)=[O:16])[C:1]1[CH:6]=[CH:5][CH:4]=[CH:3][CH:2]=1, predict the reactants needed to synthesize it. The reactants are: [C:1]1([CH2:7][OH:8])[CH:6]=[CH:5][CH:4]=[CH:3][CH:2]=1.C(N(CC)CC)C.[O:16]=[C:17]1CCC(=O)N1OC(=O)ON1C(=O)CCC1=O.[C:34]([O:38][C:39]([N:41]1[CH2:46][CH2:45][CH:44]([C@@H:47]2[NH:51][CH:50]([C:52]([OH:54])=[O:53])[CH2:49][S:48]2)[CH2:43][CH2:42]1)=[O:40])([CH3:37])([CH3:36])[CH3:35]. (6) The reactants are: [C:1]([C:3]1[CH:10]=[CH:9][C:6]([CH2:7]O)=[CH:5][CH:4]=1)#[CH:2].[NH:11]1[CH2:16][CH2:15][O:14][CH2:13][CH2:12]1.[I-].C(C[P+](C)(C)C)#N.C(N(C(C)C)C(C)C)C.C([O-])(O)=O.[Na+]. Given the product [C:1]([C:3]1[CH:10]=[CH:9][C:6]([CH2:7][N:11]2[CH2:16][CH2:15][O:14][CH2:13][CH2:12]2)=[CH:5][CH:4]=1)#[CH:2], predict the reactants needed to synthesize it. (7) The reactants are: [CH2:1]([N:4]([CH2:8][C:9]1[CH:14]=[CH:13][C:12]([NH:15][C:16](=[O:32])[C:17]2[CH:22]=[CH:21][C:20]([CH2:23][NH:24][CH2:25][C:26]3[N:27]([CH3:31])[CH:28]=[CH:29][N:30]=3)=[CH:19][CH:18]=2)=[CH:11][CH:10]=1)[CH2:5][CH2:6][CH3:7])[CH2:2][CH3:3].C([BH3-])#N.[Na+].C(O)(=O)C.[CH3:41][C:42]1[C:43]([CH:49]=O)=[N:44][CH:45]=[C:46]([CH3:48])[CH:47]=1. Given the product [CH3:41][C:42]1[C:43]([CH2:49][N:24]([CH2:23][C:20]2[CH:21]=[CH:22][C:17]([C:16]([NH:15][C:12]3[CH:11]=[CH:10][C:9]([CH2:8][N:4]([CH2:5][CH2:6][CH3:7])[CH2:1][CH2:2][CH3:3])=[CH:14][CH:13]=3)=[O:32])=[CH:18][CH:19]=2)[CH2:25][C:26]2[N:27]([CH3:31])[CH:28]=[CH:29][N:30]=2)=[N:44][CH:45]=[C:46]([CH3:48])[CH:47]=1, predict the reactants needed to synthesize it.